Dataset: Full USPTO retrosynthesis dataset with 1.9M reactions from patents (1976-2016). Task: Predict the reactants needed to synthesize the given product. (1) Given the product [Cl:1][CH2:2][CH:3]1[C:11]2[C:10]3[CH:12]=[C:13]([S:16]([CH3:19])(=[O:18])=[O:17])[CH:14]=[CH:15][C:9]=3[C:8]([N+:27]([O-:29])=[O:28])=[CH:7][C:6]=2[NH:5][CH2:4]1, predict the reactants needed to synthesize it. The reactants are: [Cl:1][CH2:2][CH:3]1[C:11]2[C:10]3[CH:12]=[C:13]([S:16]([CH3:19])(=[O:18])=[O:17])[CH:14]=[CH:15][C:9]=3[CH:8]=[CH:7][C:6]=2[N:5](C(OC(C)(C)C)=O)[CH2:4]1.[N+:27]([O-])([O-:29])=[O:28].[K+].N. (2) Given the product [C:57]([O:56][C:54](=[O:55])[NH:53][CH2:52][CH2:51][CH2:9][O:10][C:11]1[CH:12]=[CH:13][C:14]2[N:20]3[C:21]([CH3:24])=[N:22][N:23]=[C:19]3[C@H:18]([CH2:25][C:26]([NH:28][CH2:29][CH3:30])=[O:27])[N:17]=[C:16]([C:31]3[CH:32]=[CH:33][C:34]([Cl:37])=[CH:35][CH:36]=3)[C:15]=2[CH:38]=1)([CH3:60])([CH3:59])[CH3:58], predict the reactants needed to synthesize it. The reactants are: C(OC(=O)NC[CH2:9][O:10][C:11]1[CH:12]=[CH:13][C:14]2[N:20]3[C:21]([CH3:24])=[N:22][N:23]=[C:19]3[C@H:18]([CH2:25][C:26]([NH:28][CH2:29][CH3:30])=[O:27])[N:17]=[C:16]([C:31]3[CH:36]=[CH:35][C:34]([Cl:37])=[CH:33][CH:32]=3)[C:15]=2[CH:38]=1)(C)(C)C.C1(S(OC[CH2:51][CH2:52][NH:53][C:54]([O:56][C:57]([CH3:60])([CH3:59])[CH3:58])=[O:55])(=O)=O)C=CC=CC=1. (3) Given the product [OH:1][CH:2]([C:13]1[CH:14]=[CH:15][C:16]([C:19]#[N:20])=[CH:17][N:18]=1)[CH2:3][N:4]1[CH:9]2[CH2:10][N:11]([CH2:34][C@H:32]([OH:33])[C:23]3[C:22]([CH3:21])=[C:30]4[C:26](=[CH:25][CH:24]=3)[C:27](=[O:31])[O:28][CH2:29]4)[CH2:12][CH:5]1[CH2:6][O:7][CH2:8]2, predict the reactants needed to synthesize it. The reactants are: [OH:1][CH:2]([C:13]1[N:18]=[CH:17][C:16]([C:19]#[N:20])=[CH:15][CH:14]=1)[CH2:3][N:4]1[CH:9]2[CH2:10][NH:11][CH2:12][CH:5]1[CH2:6][O:7][CH2:8]2.[CH3:21][C:22]1[C:30]2[CH2:29][O:28][C:27](=[O:31])[C:26]=2[CH:25]=[CH:24][C:23]=1[C@@H:32]1[CH2:34][O:33]1. (4) Given the product [F:22][C:21]([F:24])([F:23])[C:20]([NH:19][CH2:18][CH2:17][O:16][C:14]1[CH:13]=[CH:12][C:10]2[N:11]=[C:6]([OH:2])[N:7]=[N+:8]([O-:26])[C:9]=2[CH:15]=1)=[O:25], predict the reactants needed to synthesize it. The reactants are: N([O-])=[O:2].[Na+].N[C:6]1[N:7]=[N+:8]([O-:26])[C:9]2[CH:15]=[C:14]([O:16][CH2:17][CH2:18][NH:19][C:20](=[O:25])[C:21]([F:24])([F:23])[F:22])[CH:13]=[CH:12][C:10]=2[N:11]=1. (5) Given the product [Br:1][C:2]1[CH:11]=[C:10]2[C:5]([C:6]([CH3:13])([CH3:14])[CH2:7][CH2:8][C:9]2([C:16]2[CH:21]=[CH:20][CH:19]=[CH:18][CH:17]=2)[OH:12])=[CH:4][C:3]=1[CH3:15], predict the reactants needed to synthesize it. The reactants are: [Br:1][C:2]1[CH:11]=[C:10]2[C:5]([C:6]([CH3:14])([CH3:13])[CH2:7][CH2:8][C:9]2=[O:12])=[CH:4][C:3]=1[CH3:15].[C:16]1([Mg]Br)[CH:21]=[CH:20][CH:19]=[CH:18][CH:17]=1.[Cl-].[NH4+]. (6) Given the product [Cl:1][C:2]1[CH:9]=[CH:8][CH:7]=[CH:6][C:3]=1[CH:4]1[CH2:11][O:5]1, predict the reactants needed to synthesize it. The reactants are: [Cl:1][C:2]1[CH:9]=[CH:8][CH:7]=[CH:6][C:3]=1[CH:4]=[O:5].[I-].[CH3:11][S+](C)C.[OH-].[Na+]. (7) Given the product [C:1]([O:5][C:6]([C:8]1[C:9]([C:14]2[CH:19]=[CH:18][C:17]([CH2:20][N:21]3[C:25]([CH:26]=[N:27][OH:28])=[C:24]([CH2:29][CH3:30])[N:23]=[C:22]3[O:31][CH2:32][CH3:33])=[C:16]([F:34])[CH:15]=2)=[CH:10][CH:11]=[CH:12][CH:13]=1)=[O:7])([CH3:2])([CH3:4])[CH3:3], predict the reactants needed to synthesize it. The reactants are: [C:1]([O:5][C:6]([C:8]1[C:9]([C:14]2[CH:19]=[CH:18][C:17]([CH2:20][N:21]3[C:25]([CH:26]=[N:27][OH:28])=[C:24]([CH:29]=[CH2:30])[N:23]=[C:22]3[O:31][CH2:32][CH3:33])=[C:16]([F:34])[CH:15]=2)=[CH:10][CH:11]=[CH:12][CH:13]=1)=[O:7])([CH3:4])([CH3:3])[CH3:2].C(O)C.C.